From a dataset of Full USPTO retrosynthesis dataset with 1.9M reactions from patents (1976-2016). Predict the reactants needed to synthesize the given product. Given the product [CH2:12]([NH:11][C:9]1[CH:8]=[CH:7][C:6]2[O:1][CH2:2][CH2:3][O:4][C:5]=2[CH:10]=1)[CH2:13][CH2:14][CH3:15], predict the reactants needed to synthesize it. The reactants are: [O:1]1[C:6]2[CH:7]=[CH:8][C:9]([NH2:11])=[CH:10][C:5]=2[O:4][CH2:3][CH2:2]1.[CH:12](=O)[CH2:13][CH2:14][CH3:15].